Dataset: Forward reaction prediction with 1.9M reactions from USPTO patents (1976-2016). Task: Predict the product of the given reaction. (1) Given the reactants Br[C:2]1[CH:3]=[N:4][N:5]2[C:10]([C:11]3[CH:12]=[C:13]([NH:17][C:18](=[O:23])[CH2:19][CH:20]([CH3:22])[CH3:21])[CH:14]=[CH:15][CH:16]=3)=[CH:9][CH:8]=[N:7][C:6]=12.[NH:24]1[C:32]2[C:27](=[CH:28][C:29](B(O)O)=[CH:30][CH:31]=2)[CH:26]=[CH:25]1, predict the reaction product. The product is: [NH:24]1[C:32]2[C:27](=[CH:28][C:29]([C:2]3[CH:3]=[N:4][N:5]4[C:10]([C:11]5[CH:12]=[C:13]([NH:17][C:18](=[O:23])[CH2:19][CH:20]([CH3:22])[CH3:21])[CH:14]=[CH:15][CH:16]=5)=[CH:9][CH:8]=[N:7][C:6]=34)=[CH:30][CH:31]=2)[CH:26]=[CH:25]1. (2) Given the reactants C[O:2][C:3](=[O:37])[C:4]1[CH:9]=[CH:8][C:7]([S:10]([CH2:13][CH:14]([C:21]2[N:22]([C:30]3[CH:35]=[CH:34][C:33]([Cl:36])=[CH:32][CH:31]=3)[N:23]=[C:24]3[C:29]=2[CH2:28][CH2:27][CH2:26][CH2:25]3)[CH:15]2[CH2:20][CH2:19][CH2:18][CH2:17][CH2:16]2)(=[O:12])=[O:11])=[CH:6][CH:5]=1.[OH-].[Na+], predict the reaction product. The product is: [Cl:36][C:33]1[CH:34]=[CH:35][C:30]([N:22]2[C:21]([CH:14]([CH:15]3[CH2:20][CH2:19][CH2:18][CH2:17][CH2:16]3)[CH2:13][S:10]([C:7]3[CH:6]=[CH:5][C:4]([C:3]([OH:37])=[O:2])=[CH:9][CH:8]=3)(=[O:12])=[O:11])=[C:29]3[C:24]([CH2:25][CH2:26][CH2:27][CH2:28]3)=[N:23]2)=[CH:31][CH:32]=1. (3) Given the reactants Cl[CH2:2][C:3]1[CH:8]=[N:7][CH:6]=[C:5]([CH3:9])[N:4]=1.[CH2:10]([NH2:12])[CH3:11], predict the reaction product. The product is: [CH2:10]([NH:12][CH2:2][C:3]1[CH:8]=[N:7][CH:6]=[C:5]([CH3:9])[N:4]=1)[CH3:11]. (4) Given the reactants CS([C:5]1[N:10]=[C:9]([NH:11][CH2:12][CH2:13][OH:14])[CH:8]=[C:7]([C:15]2[CH:20]=[CH:19][C:18]([O:21][CH3:22])=[C:17]([C:23]([F:26])([F:25])[F:24])[CH:16]=2)[N:6]=1)(=O)=O.[C-:27]#[N:28].[Na+], predict the reaction product. The product is: [OH:14][CH2:13][CH2:12][NH:11][C:9]1[CH:8]=[C:7]([C:15]2[CH:20]=[CH:19][C:18]([O:21][CH3:22])=[C:17]([C:23]([F:26])([F:25])[F:24])[CH:16]=2)[N:6]=[C:5]([C:27]#[N:28])[N:10]=1. (5) Given the reactants C(O[CH:5]1[O:22][C@@H:21]([CH2:23][O:24][C:25](=[O:27])[CH3:26])[C@H:16]([O:17][C:18](=[O:20])[CH3:19])[C@@H:11]([O:12][C:13](=[O:15])[CH3:14])[C@H:6]1[O:7][C:8](=[O:10])[CH3:9])(=O)C.[BrH:28].CC(O)=O.C(OCC)(=O)C.C1(C)C=CC=CC=1, predict the reaction product. The product is: [C:8]([O:7][C@@H:6]1[C@H:11]([O:12][C:13](=[O:15])[CH3:14])[C@@H:16]([O:17][C:18](=[O:20])[CH3:19])[C@H:21]([CH2:23][O:24][C:25](=[O:27])[CH3:26])[O:22][C@H:5]1[Br:28])(=[O:10])[CH3:9]. (6) Given the reactants [N+:1]([C:4]1[CH:9]=[CH:8][C:7]([C:10]([C:12]([C:14]2[CH:19]=[CH:18][C:17]([N+:20]([O-])=O)=[CH:16][CH:15]=2)=[O:13])=[O:11])=[CH:6][CH:5]=1)([O-])=O, predict the reaction product. The product is: [NH2:1][C:4]1[CH:5]=[CH:6][C:7]([C:10]([C:12]([C:14]2[CH:15]=[CH:16][C:17]([NH2:20])=[CH:18][CH:19]=2)=[O:13])=[O:11])=[CH:8][CH:9]=1. (7) Given the reactants [C:1]1([C:26]2[CH:31]=[CH:30][CH:29]=[CH:28][CH:27]=2)[CH:6]=[CH:5][C:4]([NH:7][C:8](=[O:25])[C:9]2[CH:14]=[CH:13][C:12]([CH2:15][O:16][CH2:17][CH2:18][CH2:19][O:20][CH3:21])=[C:11]([N+:22]([O-])=O)[CH:10]=2)=[CH:3][CH:2]=1.C(=O)(O)[O-].[Na+].[Cl-].[Na+].O1CCCC1.C(OCC)(=O)C, predict the reaction product. The product is: [NH2:22][C:11]1[CH:10]=[C:9]([CH:14]=[CH:13][C:12]=1[CH2:15][O:16][CH2:17][CH2:18][CH2:19][O:20][CH3:21])[C:8]([NH:7][C:4]1[CH:3]=[CH:2][C:1]([C:26]2[CH:31]=[CH:30][CH:29]=[CH:28][CH:27]=2)=[CH:6][CH:5]=1)=[O:25]. (8) Given the reactants [CH3:1][N:2]([CH3:43])[C:3]1[CH:8]=[CH:7][N:6]=[C:5]([NH:9][C:10](=[O:42])[C:11]2[CH:16]=[CH:15][C:14]([O:17][C:18]3[CH:23]=[CH:22][N:21]=[C:20]4[N:24]([CH2:33][C:34]5[CH:39]=[CH:38][C:37]([O:40][CH3:41])=[CH:36][CH:35]=5)[N:25]=[C:26]([NH:27][C@@H:28]5[CH2:32][CH2:31][NH:30][CH2:29]5)[C:19]=34)=[CH:13][CH:12]=2)[CH:4]=1.Cl.[CH:45]1([N:48]([CH3:55])[CH2:49]/[CH:50]=[CH:51]/[C:52](O)=[O:53])[CH2:47][CH2:46]1, predict the reaction product. The product is: [CH:45]1([N:48]([CH3:55])[CH2:49]/[CH:50]=[CH:51]/[C:52]([N:30]2[CH2:31][CH2:32][C@@H:28]([NH:27][C:26]3[C:19]4[C:20](=[N:21][CH:22]=[CH:23][C:18]=4[O:17][C:14]4[CH:13]=[CH:12][C:11]([C:10]([NH:9][C:5]5[CH:4]=[C:3]([N:2]([CH3:1])[CH3:43])[CH:8]=[CH:7][N:6]=5)=[O:42])=[CH:16][CH:15]=4)[N:24]([CH2:33][C:34]4[CH:35]=[CH:36][C:37]([O:40][CH3:41])=[CH:38][CH:39]=4)[N:25]=3)[CH2:29]2)=[O:53])[CH2:47][CH2:46]1. (9) Given the reactants [Cl:1][C:2]1[CH:7]=[CH:6][C:5]([CH:8]([NH:30][C:31]2[CH:32]=[CH:33][C:34]3[O:38][N:37]=[C:36]([CH3:39])[C:35]=3[CH:40]=2)[C:9]2[C:10]([C:27]([OH:29])=O)=[N:11][N:12]([C:17]3[C:18]([O:25][CH3:26])=[N:19][C:20]([O:23][CH3:24])=[N:21][CH:22]=3)[C:13]=2[CH:14]([CH3:16])[CH3:15])=[CH:4][CH:3]=1, predict the reaction product. The product is: [Cl:1][C:2]1[CH:3]=[CH:4][C:5]([CH:8]2[C:9]3[C:10](=[N:11][N:12]([C:17]4[C:18]([O:25][CH3:26])=[N:19][C:20]([O:23][CH3:24])=[N:21][CH:22]=4)[C:13]=3[CH:14]([CH3:15])[CH3:16])[C:27](=[O:29])[N:30]2[C:31]2[CH:32]=[CH:33][C:34]3[O:38][N:37]=[C:36]([CH3:39])[C:35]=3[CH:40]=2)=[CH:6][CH:7]=1.